From a dataset of Peptide-MHC class II binding affinity with 134,281 pairs from IEDB. Regression. Given a peptide amino acid sequence and an MHC pseudo amino acid sequence, predict their binding affinity value. This is MHC class II binding data. (1) The peptide sequence is QLYSKFLLKAEPLAF. The MHC is DRB5_0101 with pseudo-sequence DRB5_0101. The binding affinity (normalized) is 0.670. (2) The peptide sequence is NVPFIQSRGLFGAIAGFIEGG. The MHC is DRB1_1101 with pseudo-sequence DRB1_1101. The binding affinity (normalized) is 0. (3) The peptide sequence is KAIKESTGGAYDTYK. The MHC is HLA-DPA10201-DPB10501 with pseudo-sequence HLA-DPA10201-DPB10501. The binding affinity (normalized) is 0.165. (4) The peptide sequence is GPLDKEAIEERVERI. The MHC is DRB1_0301 with pseudo-sequence DRB1_0301. The binding affinity (normalized) is 0.567. (5) The peptide sequence is NYLALLVKFVAGDGD. The MHC is HLA-DPA10103-DPB10401 with pseudo-sequence HLA-DPA10103-DPB10401. The binding affinity (normalized) is 0.244. (6) The binding affinity (normalized) is 0.0183. The peptide sequence is RPGGAGRDGGQLRIP. The MHC is HLA-DQA10401-DQB10402 with pseudo-sequence HLA-DQA10401-DQB10402.